Dataset: Reaction yield outcomes from USPTO patents with 853,638 reactions. Task: Predict the reaction yield, written as a fraction of the theoretical maximum amount of product (1.0 means a 100% yield; for example, 0.34 means a 34% yield). (1) The reactants are [C:1]([C:9]1[CH:10]=[CH:11][C:12](=[O:19])[N:13]([CH3:18])[C:14]=1SCC)(=[O:8])[C:2]1[CH:7]=[CH:6][CH:5]=[CH:4][CH:3]=1.[CH:20]1([NH2:24])[CH2:23][CH2:22][CH2:21]1. The catalyst is C(O)C. The product is [C:1]([C:9]1[CH:10]=[CH:11][C:12](=[O:19])[N:13]([CH3:18])[C:14]=1[NH:24][CH:20]1[CH2:23][CH2:22][CH2:21]1)(=[O:8])[C:2]1[CH:3]=[CH:4][CH:5]=[CH:6][CH:7]=1. The yield is 0.680. (2) The reactants are [C:1]1([Mg]Br)[CH:6]=[CH:5][CH:4]=[CH:3][CH:2]=1.CCOCC.[C:14]1(=O)[CH2:18][CH2:17][CH2:16][CH2:15]1.C1(C([O-])=O)SC=CC=1.Cl. The catalyst is C1COCC1. The product is [C:14]1([C:1]2[CH:6]=[CH:5][CH:4]=[CH:3][CH:2]=2)[CH2:18][CH2:17][CH2:16][CH:15]=1. The yield is 1.00. (3) The reactants are C([C@H]1COC(=O)N1[C:14](=[O:37])[C@H:15]([CH2:24][C:25]1[CH:30]=[CH:29][C:28]([C:31]2[CH:36]=[CH:35][CH:34]=[CH:33][CH:32]=2)=[CH:27][CH:26]=1)[CH2:16][C:17]([O:19][C:20]([CH3:23])([CH3:22])[CH3:21])=[O:18])C1C=CC=CC=1.C1COCC1.OO.[Li+].[OH-:46]. The catalyst is O. The product is [C:28]1([C:31]2[CH:32]=[CH:33][CH:34]=[CH:35][CH:36]=2)[CH:29]=[CH:30][C:25]([CH2:24][C@H:15]([CH2:16][C:17]([O:19][C:20]([CH3:23])([CH3:22])[CH3:21])=[O:18])[C:14]([OH:37])=[O:46])=[CH:26][CH:27]=1. The yield is 0.930. (4) The reactants are [C:1]([C:5]1[CH:10]=[CH:9][C:8]([C:11]2[CH:12]=[C:13]3[C:17](=[CH:18][CH:19]=2)[N:16]([C:20]2[CH:25]=[CH:24][C:23]([O:26][CH:27]4[CH2:31][CH2:30][CH2:29][CH2:28]4)=[CH:22][CH:21]=2)[C:15](C=O)=[CH:14]3)=[CH:7][CH:6]=1)([CH3:4])([CH3:3])[CH3:2].[CH2:34]([O:36][C:37](=[O:58])[CH:38]=P(C1C=CC=CC=1)(C1C=CC=CC=1)C1C=CC=CC=1)[CH3:35].O.[CH3:60]N(C=O)C. No catalyst specified. The product is [CH2:34]([O:36][C:37](=[O:58])[CH:38]=[CH:60][C:15]1[N:16]([C:20]2[CH:25]=[CH:24][C:23]([O:26][CH:27]3[CH2:31][CH2:30][CH2:29][CH2:28]3)=[CH:22][CH:21]=2)[C:17]2[C:13]([CH:14]=1)=[CH:12][C:11]([C:8]1[CH:7]=[CH:6][C:5]([C:1]([CH3:2])([CH3:3])[CH3:4])=[CH:10][CH:9]=1)=[CH:19][CH:18]=2)[CH3:35]. The yield is 0.630. (5) The reactants are C(O)(=O)C.[CH3:5][O:6][C:7]1[CH:8]=[C:9]([C:15](=O)[CH2:16][N:17]([CH3:28])[C:18](=[O:27])/[CH:19]=[CH:20]/[C:21]2[CH:22]=[N:23][CH:24]=[CH:25][CH:26]=2)[CH:10]=[CH:11][C:12]=1[O:13][CH3:14].[NH2:30][OH:31].O. The catalyst is C(OCC)(=O)C. The product is [CH3:5][O:6][C:7]1[CH:8]=[C:9]([C:15](=[N:30][OH:31])[CH2:16][N:17]([CH3:28])[C:18](=[O:27])/[CH:19]=[CH:20]/[C:21]2[CH:22]=[N:23][CH:24]=[CH:25][CH:26]=2)[CH:10]=[CH:11][C:12]=1[O:13][CH3:14]. The yield is 0.510. (6) The reactants are C([O-])(=O)C.[Na+].[O:6]1[C:10]2([CH2:15][CH2:14][N:13]([C:16]3[CH:23]=[CH:22][C:19]([CH:20]=O)=[CH:18][CH:17]=3)[CH2:12][CH2:11]2)[O:9][CH2:8][CH2:7]1.Cl.[NH2:25][OH:26].C(O)C. The catalyst is O. The product is [O:6]1[C:10]2([CH2:15][CH2:14][N:13]([C:16]3[CH:23]=[CH:22][C:19]([CH:20]=[N:25][OH:26])=[CH:18][CH:17]=3)[CH2:12][CH2:11]2)[O:9][CH2:8][CH2:7]1. The yield is 0.900. (7) The reactants are [CH2:1]([O:8][C:9]([NH:11][C@@H:12]([CH2:16][CH2:17][CH2:18][NH:19][CH:20]1[CH2:25][CH2:24][N:23]([C:26]([O:28][C:29]([CH3:32])([CH3:31])[CH3:30])=[O:27])[CH2:22][CH2:21]1)[C:13](O)=[O:14])=[O:10])[C:2]1[CH:7]=[CH:6][CH:5]=[CH:4][CH:3]=1.Cl.C(N=C=NCCCN(C)C)C.C(N(C(C)C)C(C)C)C. The catalyst is CN(C=O)C. The product is [CH2:1]([O:8][C:9]([NH:11][C@H:12]1[CH2:16][CH2:17][CH2:18][N:19]([CH:20]2[CH2:21][CH2:22][N:23]([C:26]([O:28][C:29]([CH3:31])([CH3:32])[CH3:30])=[O:27])[CH2:24][CH2:25]2)[C:13]1=[O:14])=[O:10])[C:2]1[CH:7]=[CH:6][CH:5]=[CH:4][CH:3]=1. The yield is 0.608.